This data is from Full USPTO retrosynthesis dataset with 1.9M reactions from patents (1976-2016). The task is: Predict the reactants needed to synthesize the given product. (1) Given the product [CH:1]1([CH2:4][N:5]2[CH2:30][CH2:29][C@:12]34[C:13]5[C:14]6[O:28][C@H:11]3[C:10](=[O:31])[CH:9]([CH3:32])[CH2:8][C@@:7]4([OH:33])[C@H:6]2[CH2:19][C:18]=5[CH:17]=[CH:16][C:15]=6[OH:20])[CH2:2][CH2:3]1, predict the reactants needed to synthesize it. The reactants are: [CH:1]1([CH2:4][N:5]2[CH2:30][CH2:29][C@:12]34[C:13]5[C:14]6[O:28][C@H:11]3[C:10](=[O:31])[CH:9]([CH3:32])[CH2:8][C@@:7]4([OH:33])[C@H:6]2[CH2:19][C:18]=5[CH:17]=[CH:16][C:15]=6[O:20]CC2C=CC=CC=2)[CH2:3][CH2:2]1. (2) The reactants are: [CH3:1][C:2]1[N:7]=[C:6]([N:8]2[CH2:13][CH2:12][C:11](=[CH:14][C:15]#[CH:16])[CH2:10][CH2:9]2)[C:5]([N+:17]([O-:19])=[O:18])=[CH:4][CH:3]=1.I[C:21]1[CH:26]=[CH:25][CH:24]=[CH:23][C:22]=1[OH:27].[F-].C([N+](CCCC)(CCCC)CCCC)CCC.C([O-])(=O)C.[Na+]. Given the product [CH3:1][C:2]1[N:7]=[C:6]([N:8]2[CH2:13][CH2:12][C:11](=[CH:14][C:15]3[O:27][C:22]4[CH:23]=[CH:24][CH:25]=[CH:26][C:21]=4[CH:16]=3)[CH2:10][CH2:9]2)[C:5]([N+:17]([O-:19])=[O:18])=[CH:4][CH:3]=1, predict the reactants needed to synthesize it.